From a dataset of Forward reaction prediction with 1.9M reactions from USPTO patents (1976-2016). Predict the product of the given reaction. The product is: [CH2:1]([O:8][C:9]1[C:10](=[O:16])[CH:11]=[C:12]([CH3:15])[N:20]([CH2:19][C:18]([F:22])([F:21])[F:17])[CH:14]=1)[C:2]1[CH:3]=[CH:4][CH:5]=[CH:6][CH:7]=1. Given the reactants [CH2:1]([O:8][C:9]1[C:10](=[O:16])[CH:11]=[C:12]([CH3:15])O[CH:14]=1)[C:2]1[CH:7]=[CH:6][CH:5]=[CH:4][CH:3]=1.[F:17][C:18]([F:22])([F:21])[CH2:19][NH2:20], predict the reaction product.